From a dataset of Reaction yield outcomes from USPTO patents with 853,638 reactions. Predict the reaction yield, written as a fraction of the theoretical maximum amount of product (1.0 means a 100% yield; for example, 0.34 means a 34% yield). (1) The reactants are Br[C:2]1[C:3]([C:10]([O:12][CH3:13])=[O:11])=[N:4][C:5]([S:8][CH3:9])=[N:6][CH:7]=1.C(N(CC)CC)C.[C:21]([CH:23]1[CH2:25][CH2:24]1)#[CH:22]. The catalyst is CN(C=O)C.C(OCC)(=O)C.[Cu]I.Cl[Pd](Cl)([P](C1C=CC=CC=1)(C1C=CC=CC=1)C1C=CC=CC=1)[P](C1C=CC=CC=1)(C1C=CC=CC=1)C1C=CC=CC=1. The product is [CH:23]1([C:21]#[C:22][C:2]2[C:3]([C:10]([O:12][CH3:13])=[O:11])=[N:4][C:5]([S:8][CH3:9])=[N:6][CH:7]=2)[CH2:25][CH2:24]1. The yield is 0.860. (2) The reactants are C[O:2][C:3]1[CH:8]=[CH:7][C:6]([CH2:9][CH:10]([CH:16]2[CH2:18][CH2:17]2)[CH2:11][C:12]([O:14][CH3:15])=[O:13])=[CH:5][CH:4]=1.COC1C=CC(CC(CCC2C=CC=CC=2)CC(OC)=O)=CC=1. No catalyst specified. The product is [OH:2][C:3]1[CH:4]=[CH:5][C:6]([CH2:9][CH:10]([CH:16]2[CH2:17][CH2:18]2)[CH2:11][C:12]([O:14][CH3:15])=[O:13])=[CH:7][CH:8]=1. The yield is 0.200. (3) The reactants are Cl.[CH2:2]([CH:6]1[CH2:11][CH2:10][CH2:9][N:8]([CH2:12][C@@H:13]2[CH2:18][CH2:17][CH2:16][CH2:15][C@H:14]2[NH2:19])[CH2:7]1)[CH2:3][CH2:4][CH3:5].[N:20]1([C:25]2[CH:33]=[CH:32][C:28]([C:29](O)=[O:30])=[CH:27][CH:26]=2)[CH:24]=[CH:23][N:22]=[CH:21]1.CN(C(ON1N=NC2C=CC=NC1=2)=[N+](C)C)C.F[P-](F)(F)(F)(F)F.C(N(C(C)C)CC)(C)C. The catalyst is CN(C=O)C. The product is [CH2:2]([CH:6]1[CH2:11][CH2:10][CH2:9][N:8]([CH2:12][C@@H:13]2[CH2:18][CH2:17][CH2:16][CH2:15][C@H:14]2[NH:19][C:29](=[O:30])[C:28]2[CH:27]=[CH:26][C:25]([N:20]3[CH:24]=[CH:23][N:22]=[CH:21]3)=[CH:33][CH:32]=2)[CH2:7]1)[CH2:3][CH2:4][CH3:5]. The yield is 0.490.